This data is from TCR-epitope binding with 47,182 pairs between 192 epitopes and 23,139 TCRs. The task is: Binary Classification. Given a T-cell receptor sequence (or CDR3 region) and an epitope sequence, predict whether binding occurs between them. (1) The epitope is RLRPGGKKR. The TCR CDR3 sequence is CASSPGGVSYNEQFF. Result: 0 (the TCR does not bind to the epitope). (2) The epitope is TLDSKTQSL. The TCR CDR3 sequence is CASSFGDEQGF. Result: 0 (the TCR does not bind to the epitope). (3) The epitope is IVDTVSALV. The TCR CDR3 sequence is CASSLSHSYNEQFF. Result: 0 (the TCR does not bind to the epitope).